Dataset: Reaction yield outcomes from USPTO patents with 853,638 reactions. Task: Predict the reaction yield, written as a fraction of the theoretical maximum amount of product (1.0 means a 100% yield; for example, 0.34 means a 34% yield). (1) The reactants are [NH2:1][C:2]1[CH:7]=[CH:6][C:5]([OH:8])=[C:4]([F:9])[C:3]=1[F:10].CC([O-])(C)C.[K+].Cl[C:18]1[CH:23]=[CH:22][N:21]=[C:20]([C:24]([NH2:26])=[O:25])[CH:19]=1. The catalyst is CN(C=O)C.O. The product is [NH2:1][C:2]1[CH:7]=[CH:6][C:5]([O:8][C:18]2[CH:23]=[CH:22][N:21]=[C:20]([C:24]([NH2:26])=[O:25])[CH:19]=2)=[C:4]([F:9])[C:3]=1[F:10]. The yield is 0.415. (2) The reactants are [CH3:1][C:2]([C@H:4]1[C:7]([CH3:9])([CH3:8])[C@@H:6]([CH2:10][C:11]([OH:13])=[O:12])[CH2:5]1)=[O:3].[C:14](Cl)(=O)C(Cl)=O.CCN([CH:26]([CH3:28])[CH3:27])C(C)C. The catalyst is CN(C=O)C.C(O)(C)(C)C. The product is [C:26]([O:12][C:11](=[O:13])[CH2:10][CH:6]1[CH2:5][CH:4]([C:2](=[O:3])[CH3:1])[C:7]1([CH3:8])[CH3:9])([CH3:28])([CH3:14])[CH3:27]. The yield is 0.930. (3) The reactants are [F:1][C:2]1[CH:7]=[C:6]([OH:8])[CH:5]=[CH:4][C:3]=1[NH:9][C:10]([C:12]1[C:13](=[O:25])[N:14]([C:19]2[CH:24]=[CH:23][CH:22]=[CH:21][CH:20]=2)[N:15]([CH3:18])[C:16]=1[CH3:17])=[O:11].CC([O-])(C)C.[K+].CN(C=O)C.Cl[C:38]1[CH:43]=[CH:42][N:41]=[C:40]([C:44]([NH2:46])=[O:45])[CH:39]=1. The catalyst is CCOC(C)=O.O. The product is [CH3:18][N:15]1[C:16]([CH3:17])=[C:12]([C:10]([NH:9][C:3]2[CH:4]=[CH:5][C:6]([O:8][C:38]3[CH:43]=[CH:42][N:41]=[C:40]([C:44]([NH2:46])=[O:45])[CH:39]=3)=[CH:7][C:2]=2[F:1])=[O:11])[C:13](=[O:25])[N:14]1[C:19]1[CH:20]=[CH:21][CH:22]=[CH:23][CH:24]=1. The yield is 0.912. (4) The reactants are [CH2:1]([OH:8])[C:2]1[CH:7]=[CH:6][CH:5]=[CH:4][CH:3]=1.Cl[S:10]([N:13]=[C:14]=[O:15])(=[O:12])=[O:11].NC[CH2:18][C:19]1[CH:24]=[N:23][C:22]([CH3:25])=[CH:21][N:20]=1.Cl.C(#[N:29])C. The catalyst is N1C=CC=CC=1. The product is [CH3:25][C:22]1[N:23]=[CH:24][C:19]([CH2:18][NH:29][S:10]([NH:13][C:14](=[O:15])[O:8][CH2:1][C:2]2[CH:7]=[CH:6][CH:5]=[CH:4][CH:3]=2)(=[O:12])=[O:11])=[N:20][CH:21]=1. The yield is 0.530.